Dataset: Peptide-MHC class I binding affinity with 185,985 pairs from IEDB/IMGT. Task: Regression. Given a peptide amino acid sequence and an MHC pseudo amino acid sequence, predict their binding affinity value. This is MHC class I binding data. (1) The peptide sequence is FQYSDRRWCF. The MHC is HLA-A24:02 with pseudo-sequence HLA-A24:02. The binding affinity (normalized) is 0.277. (2) The peptide sequence is TQVKELGIA. The MHC is HLA-A02:01 with pseudo-sequence HLA-A02:01. The binding affinity (normalized) is 0.129.